This data is from Full USPTO retrosynthesis dataset with 1.9M reactions from patents (1976-2016). The task is: Predict the reactants needed to synthesize the given product. (1) Given the product [Cl:1][C:2]1[CH:7]=[CH:6][CH:5]=[CH:4][C:3]=1[C:8]1[C:9]([C:18]2[CH:19]=[CH:20][C:21]([Cl:24])=[CH:22][CH:23]=2)=[CH:10][C:11]2[N:12]([C:14](=[O:17])[N:15]([CH2:29][CH2:28][CH2:27][C:26]([F:32])([F:31])[F:25])[N:16]=2)[N:13]=1, predict the reactants needed to synthesize it. The reactants are: [Cl:1][C:2]1[CH:7]=[CH:6][CH:5]=[CH:4][C:3]=1[C:8]1[C:9]([C:18]2[CH:23]=[CH:22][C:21]([Cl:24])=[CH:20][CH:19]=2)=[CH:10][C:11]2[N:12]([C:14](=[O:17])[NH:15][N:16]=2)[N:13]=1.[F:25][C:26]([F:32])([F:31])[CH2:27][CH2:28][CH2:29]I.C([O-])([O-])=O.[K+].[K+]. (2) The reactants are: O[C:2]1[CH:10]=[C:9]2[C:5]([CH:6]=[CH:7][NH:8]2)=[CH:4][CH:3]=1.C1C=CC(N([S:18]([C:21]([F:24])([F:23])[F:22])(=[O:20])=[O:19])[S:18]([C:21]([F:24])([F:23])[F:22])(=[O:20])=[O:19])=CC=1.C(N(CC)CC)C. Given the product [F:22][C:21]([F:24])([F:23])[S:18]([C:2]1[CH:10]=[C:9]2[C:5]([CH:6]=[CH:7][NH:8]2)=[CH:4][CH:3]=1)(=[O:20])=[O:19], predict the reactants needed to synthesize it. (3) The reactants are: Br[C:2]1[CH:7]=[CH:6][C:5]([N:8]([CH3:10])[CH3:9])=[C:4]([C:11]([CH3:14])([CH3:13])[CH3:12])[CH:3]=1.C([Li])CCC.CN([CH:23]=[O:24])C. Given the product [C:11]([C:4]1[CH:3]=[C:2]([CH:7]=[CH:6][C:5]=1[N:8]([CH3:10])[CH3:9])[CH:23]=[O:24])([CH3:14])([CH3:13])[CH3:12], predict the reactants needed to synthesize it.